Task: Regression/Classification. Given a drug SMILES string, predict its absorption, distribution, metabolism, or excretion properties. Task type varies by dataset: regression for continuous measurements (e.g., permeability, clearance, half-life) or binary classification for categorical outcomes (e.g., BBB penetration, CYP inhibition). For this dataset (clearance_hepatocyte_az), we predict log10(clearance) (log10 of the in vitro intrinsic clearance, CLint, in uL/min per 10^6 hepatocytes; values are censored to the assay range of 3 to 150, which is 0.477 to 2.18 on this log10 scale).. Dataset: Hepatocyte clearance measurements from AstraZeneca The molecule is CCC1(CCC(C)C)C(=O)N=C(O)NC1=O. The log10(clearance) is 1.07.